The task is: Predict the product of the given reaction.. This data is from Forward reaction prediction with 1.9M reactions from USPTO patents (1976-2016). (1) Given the reactants C(Cl)(=O)C(Cl)=O.[Br:7][C:8]1[CH:9]=[C:10]([CH:14]=[C:15]([Br:37])[C:16]=1[CH2:17][O:18][C:19]1[CH:20]=[C:21]2[C:25](=[C:26]([Cl:29])[C:27]=1[Cl:28])[C:24](=[O:30])[C:23]([CH:32]1[CH2:36][CH2:35][CH2:34][CH2:33]1)([CH3:31])[CH2:22]2)[C:11](O)=[O:12].[CH3:38][S:39]([NH2:42])(=[O:41])=[O:40].[H-].[Na+], predict the reaction product. The product is: [Br:7][C:8]1[CH:9]=[C:10]([CH:14]=[C:15]([Br:37])[C:16]=1[CH2:17][O:18][C:19]1[CH:20]=[C:21]2[C:25](=[C:26]([Cl:29])[C:27]=1[Cl:28])[C:24](=[O:30])[C:23]([CH:32]1[CH2:36][CH2:35][CH2:34][CH2:33]1)([CH3:31])[CH2:22]2)[C:11]([NH:42][S:39]([CH3:38])(=[O:41])=[O:40])=[O:12]. (2) The product is: [C:1]1([CH:7]([NH2:29])[C:8]2[CH:13]=[CH:12][C:11]([C:14]3[N:22]=[CH:21][N:20]=[C:19]4[C:15]=3[N:16]=[CH:17][NH:18]4)=[CH:10][CH:9]=2)[CH:2]=[CH:3][CH:4]=[CH:5][CH:6]=1. Given the reactants [C:1]1([CH:7]([NH:29]S(C(C)(C)C)=O)[C:8]2[CH:13]=[CH:12][C:11]([C:14]3[N:22]=[CH:21][N:20]=[C:19]4[C:15]=3[N:16]=[CH:17][N:18]4C3CCCCO3)=[CH:10][CH:9]=2)[CH:6]=[CH:5][CH:4]=[CH:3][CH:2]=1.Cl, predict the reaction product. (3) The product is: [O:1]=[C:2]1[C:7]2[CH:8]=[C:9]([O:12][CH2:13][CH2:14][CH2:15][CH2:16][CH2:17][C:18]([OH:20])=[O:19])[CH:10]=[CH:11][C:6]=2[S:5][C:4]([C:25]2[CH:30]=[CH:29][CH:28]=[CH:27][N:26]=2)=[N:3]1. Given the reactants [O:1]=[C:2]1[C:7]2[CH:8]=[C:9]([O:12][CH2:13][CH2:14][CH2:15][CH2:16][CH2:17][C:18]([O:20]C(C)(C)C)=[O:19])[CH:10]=[CH:11][C:6]=2[S:5][C:4]([C:25]2[CH:30]=[CH:29][CH:28]=[CH:27][N:26]=2)=[N:3]1, predict the reaction product.